Task: Predict the reactants needed to synthesize the given product.. Dataset: Full USPTO retrosynthesis dataset with 1.9M reactions from patents (1976-2016) (1) Given the product [CH:1]1([NH:6][C:7]2[CH:8]=[CH:9][CH:10]=[C:11]3[C:15]=2[NH:14][C:13]([C:16]2[S:17][CH2:18][C@@H:19]([CH2:21][C:22]4[O:24][N:28]=[C:27]([CH:29]5[CH2:33][CH2:32][CH2:31][CH2:30]5)[N:26]=4)[N:20]=2)=[CH:12]3)[CH2:5][CH2:4][CH2:3][CH2:2]1, predict the reactants needed to synthesize it. The reactants are: [CH:1]1([NH:6][C:7]2[CH:8]=[CH:9][CH:10]=[C:11]3[C:15]=2[NH:14][C:13]([C:16]2[S:17][CH2:18][CH:19]([CH2:21][C:22]([OH:24])=O)[N:20]=2)=[CH:12]3)[CH2:5][CH2:4][CH2:3][CH2:2]1.O[NH:26][C:27]([CH:29]1[CH2:33][CH2:32][CH2:31][CH2:30]1)=[NH:28].O. (2) Given the product [Br:31][CH2:32]/[CH:33]=[CH:34]/[C:35]([NH:2][C:3]1[CH:8]=[CH:7][C:6]([C:9]([N:11]2[CH2:12][CH2:13][CH:14]([NH:17][C:18]3[N:23]=[C:22]([C:24]4[CH:25]=[N:26][CH:27]=[CH:28][CH:29]=4)[C:21]([Cl:30])=[CH:20][N:19]=3)[CH2:15][CH2:16]2)=[O:10])=[CH:5][CH:4]=1)=[O:36], predict the reactants needed to synthesize it. The reactants are: Cl.[NH2:2][C:3]1[CH:8]=[CH:7][C:6]([C:9]([N:11]2[CH2:16][CH2:15][CH:14]([NH:17][C:18]3[N:23]=[C:22]([C:24]4[CH:25]=[N:26][CH:27]=[CH:28][CH:29]=4)[C:21]([Cl:30])=[CH:20][N:19]=3)[CH2:13][CH2:12]2)=[O:10])=[CH:5][CH:4]=1.[Br:31][CH2:32]/[CH:33]=[CH:34]/[C:35](Cl)=[O:36].CCN(C(C)C)C(C)C. (3) Given the product [CH:27]1([NH:26][C:22]2[CH:21]=[C:20]([C:18]3[C:17]4[CH2:33][NH:34][C:35](=[O:36])[C:16]=4[CH:15]=[C:14]([N:11]4[CH2:12][CH2:13][NH:8][CH2:9][CH2:10]4)[N:19]=3)[CH:25]=[CH:24][N:23]=2)[CH2:32][CH2:31][CH2:30][CH2:29][CH2:28]1, predict the reactants needed to synthesize it. The reactants are: C(OC([N:8]1[CH2:13][CH2:12][N:11]([C:14]2[N:19]=[C:18]([C:20]3[CH:25]=[CH:24][N:23]=[C:22]([NH:26][CH:27]4[CH2:32][CH2:31][CH2:30][CH2:29][CH2:28]4)[CH:21]=3)[C:17]3[CH2:33][NH:34][C:35](=[O:36])[C:16]=3[CH:15]=2)[CH2:10][CH2:9]1)=O)(C)(C)C.FC(F)(F)C(O)=O.